This data is from Full USPTO retrosynthesis dataset with 1.9M reactions from patents (1976-2016). The task is: Predict the reactants needed to synthesize the given product. (1) Given the product [CH2:19]=[C:4]1[CH2:17][C:6]2([CH2:9][N:8]([C:10]([O:12][C:13]([CH3:16])([CH3:15])[CH3:14])=[O:11])[CH2:7]2)[CH2:5]1, predict the reactants needed to synthesize it. The reactants are: [H-].[Na+].O=[C:4]1[CH2:17][C:6]2([CH2:9][N:8]([C:10]([O:12][C:13]([CH3:16])([CH3:15])[CH3:14])=[O:11])[CH2:7]2)[CH2:5]1.O1CCC[CH2:19]1. (2) Given the product [NH2:18][CH:15]1[CH2:16][CH2:17][CH:12]([NH:11][C:10]([NH:9][C:6]2[CH:5]=[CH:4][C:3]([C:2]([F:1])([F:27])[F:28])=[CH:8][CH:7]=2)=[O:26])[CH2:13][CH2:14]1, predict the reactants needed to synthesize it. The reactants are: [F:1][C:2]([F:28])([F:27])[C:3]1[CH:8]=[CH:7][C:6]([NH:9][C:10](=[O:26])[NH:11][CH:12]2[CH2:17][CH2:16][CH:15]([NH:18]C(=O)OC(C)(C)C)[CH2:14][CH2:13]2)=[CH:5][CH:4]=1. (3) Given the product [CH3:6][O:7][C:8](=[O:19])[C:9]1[CH:14]=[C:13]([CH:15]=[O:16])[CH:12]=[C:11]([CH3:17])[C:10]=1[O:18][CH:2]1[CH2:5][CH2:4][CH2:3]1, predict the reactants needed to synthesize it. The reactants are: Br[CH:2]1[CH2:5][CH2:4][CH2:3]1.[CH3:6][O:7][C:8](=[O:19])[C:9]1[CH:14]=[C:13]([CH:15]=[O:16])[CH:12]=[C:11]([CH3:17])[C:10]=1[OH:18].O. (4) Given the product [CH2:16]([C:18]1[N:19]=[N+:20]([O-:33])[C:21]2[C:30]([N+:31]=1[O-:4])=[CH:29][C:28]1[CH2:27][N:26]([CH3:32])[CH2:25][CH2:24][C:23]=1[CH:22]=2)[CH3:17], predict the reactants needed to synthesize it. The reactants are: OO.C(OC(C(F)(F)F)=O)(C(F)(F)F)=[O:4].[CH2:16]([C:18]1[N:19]=[N+:20]([O-:33])[C:21]2[C:30]([N:31]=1)=[CH:29][C:28]1[CH2:27][N:26]([CH3:32])[CH2:25][CH2:24][C:23]=1[CH:22]=2)[CH3:17].C(O)(C(F)(F)F)=O. (5) Given the product [CH2:19]([C:21]1[CH2:27][C@H:26]2[C@@H:23]([CH:22]=1)[C:24](=[C:9]([C:10]([O:12][CH2:13][CH3:14])=[O:11])[C:8]([O:16][CH2:17][CH3:18])=[O:15])[CH2:25]2)[CH3:20], predict the reactants needed to synthesize it. The reactants are: COC1CCCC1.[C:8]([O:16][CH2:17][CH3:18])(=[O:15])[CH2:9][C:10]([O:12][CH2:13][CH3:14])=[O:11].[CH2:19]([C:21]1[CH2:22][C@H:23]2[C@@H:26]([CH:27]=1)[C:25](=O)[CH2:24]2)[CH3:20]. (6) Given the product [Cl:1][C:2]1[CH:11]=[C:10]([O:12][CH2:17][CH3:18])[C:9]([N+:13]([O-:15])=[O:14])=[CH:8][C:3]=1[C:4]([O:6][CH3:7])=[O:5], predict the reactants needed to synthesize it. The reactants are: [Cl:1][C:2]1[CH:11]=[C:10]([OH:12])[C:9]([N+:13]([O-:15])=[O:14])=[CH:8][C:3]=1[C:4]([O:6][CH3:7])=[O:5].I[CH2:17][CH3:18].C(=O)([O-])[O-].[K+].[K+]. (7) Given the product [Br:1][C:2]1[S:3][C:4]2[C:10]([O:11][S:12]([C:15]([F:18])([F:17])[F:16])(=[O:14])=[O:13])=[C:9]([C:19](=[O:25])[C:20]([O:22][CH2:23][CH3:24])=[O:21])[C:8]([CH3:26])=[CH:7][C:5]=2[N:6]=1, predict the reactants needed to synthesize it. The reactants are: [Br:1][C:2]1[S:3][C:4]2[C:10]([O:11][S:12]([C:15]([F:18])([F:17])[F:16])(=[O:14])=[O:13])=[C:9]([CH:19]([OH:25])[C:20]([O:22][CH2:23][CH3:24])=[O:21])[C:8]([CH3:26])=[CH:7][C:5]=2[N:6]=1.CC(OI1(OC(C)=O)(OC(C)=O)OC(=O)C2C=CC=CC1=2)=O.O.[O-]S(S([O-])=O)=O.[Na+].[Na+].